From a dataset of Reaction yield outcomes from USPTO patents with 853,638 reactions. Predict the reaction yield, written as a fraction of the theoretical maximum amount of product (1.0 means a 100% yield; for example, 0.34 means a 34% yield). (1) The reactants are N[C:2]1[N:6]([C:7]2[CH:8]=[C:9]3[C:14](=[CH:15][CH:16]=2)[CH2:13][N:12]([C:17]([O:19][C:20]([CH3:23])([CH3:22])[CH3:21])=[O:18])[CH2:11][CH2:10]3)[N:5]=[C:4]([C:24]([CH3:27])([CH3:26])[CH3:25])[CH:3]=1.[C:28](Cl)([O:30][CH2:31][C:32]([Cl:35])([Cl:34])[Cl:33])=[O:29].C([O-])(O)=O.[Na+]. The catalyst is CCOC(C)=O. The product is [C:24]([C:4]1[CH:3]=[C:2]([C:28]([O:30][CH2:31][C:32]([Cl:35])([Cl:34])[Cl:33])=[O:29])[N:6]([C:7]2[CH:8]=[C:9]3[C:14](=[CH:15][CH:16]=2)[CH2:13][N:12]([C:17]([O:19][C:20]([CH3:23])([CH3:21])[CH3:22])=[O:18])[CH2:11][CH2:10]3)[N:5]=1)([CH3:26])([CH3:27])[CH3:25]. The yield is 1.00. (2) The reactants are O[C:2]1[C:11]2[C:6](=[N:7][CH:8]=[CH:9][CH:10]=2)[N:5]([C:12]2[CH:17]=[CH:16][CH:15]=[CH:14][CH:13]=2)[C:4](=[O:18])[C:3]=1[C:19](=O)[CH2:20][C:21]1[CH:26]=[CH:25][C:24]([S:27]([CH3:30])(=[O:29])=[O:28])=[CH:23][CH:22]=1.O.[NH2:33][NH2:34]. The catalyst is CN(C=O)C. The product is [CH3:30][S:27]([C:24]1[CH:25]=[CH:26][C:21]([CH2:20][C:19]2[C:3]3[C:4](=[O:18])[N:5]([C:12]4[CH:17]=[CH:16][CH:15]=[CH:14][CH:13]=4)[C:6]4[N:7]=[CH:8][CH:9]=[CH:10][C:11]=4[C:2]=3[NH:34][N:33]=2)=[CH:22][CH:23]=1)(=[O:29])=[O:28]. The yield is 0.720. (3) The reactants are [Cl-].O[NH3+:3].[C:4](=[O:7])([O-])[OH:5].[Na+].CS(C)=O.[CH3:13][C:14]1[N:18]=[C:17]([C@H:19]2[CH2:24][CH2:23][C@H:22]([N:25]3[C:30](=[O:31])[C:29]([CH2:32][C:33]4[CH:38]=[CH:37][C:36]([C:39]5[C:40]([C:45]#[N:46])=[CH:41][CH:42]=[CH:43][CH:44]=5)=[CH:35][CH:34]=4)=[C:28]([CH2:47][CH2:48][CH3:49])[N:27]4[N:50]=[CH:51][N:52]=[C:26]34)[CH2:21][CH2:20]2)[O:16][N:15]=1. The catalyst is C(OCC)(=O)C. The product is [CH3:13][C:14]1[N:18]=[C:17]([C@H:19]2[CH2:20][CH2:21][C@H:22]([N:25]3[C:30](=[O:31])[C:29]([CH2:32][C:33]4[CH:38]=[CH:37][C:36]([C:39]5[CH:44]=[CH:43][CH:42]=[CH:41][C:40]=5[C:45]5[NH:3][C:4](=[O:7])[O:5][N:46]=5)=[CH:35][CH:34]=4)=[C:28]([CH2:47][CH2:48][CH3:49])[N:27]4[N:50]=[CH:51][N:52]=[C:26]34)[CH2:23][CH2:24]2)[O:16][N:15]=1. The yield is 0.380. (4) The reactants are S(O)(O)(=O)=O.[CH3:6][O:7][C:8](=[NH:10])[NH2:9].[C:11]([C:15]1[CH:16]=[C:17]([CH:29]=[C:30]([C:33]([CH3:36])([CH3:35])[CH3:34])[C:31]=1[OH:32])[C:18]([C:20](=[CH:25]N(C)C)[C:21]([NH:23][CH3:24])=[O:22])=O)([CH3:14])([CH3:13])[CH3:12].CC(C)([O-])C.[K+].O. The catalyst is CC(O)C.C(O)(C)(C)C.ClCCl.C(OCC)(=O)C. The product is [C:11]([C:15]1[CH:16]=[C:17]([C:18]2[C:20]([C:21]([NH:23][CH3:24])=[O:22])=[CH:25][N:9]=[C:8]([O:7][CH3:6])[N:10]=2)[CH:29]=[C:30]([C:33]([CH3:35])([CH3:36])[CH3:34])[C:31]=1[OH:32])([CH3:12])([CH3:13])[CH3:14]. The yield is 0.327. (5) The reactants are Cl[C:2]1[CH:7]=[CH:6][CH:5]=[CH:4][C:3]=1[N+:8]([O-:10])=[O:9].[CH2:11]([O:14][CH2:15][CH2:16][O:17][CH2:18][CH2:19][NH2:20])[C:12]#[CH:13]. No catalyst specified. The product is [N+:8]([C:3]1[CH:4]=[CH:5][CH:6]=[CH:7][C:2]=1[NH:20][CH2:19][CH2:18][O:17][CH2:16][CH2:15][O:14][CH2:11][C:12]#[CH:13])([O-:10])=[O:9]. The yield is 0.300. (6) The reactants are [OH:1][CH2:2][C:3]1[CH:4]=[C:5]([CH:27]=[C:28]([C:30]([F:33])([F:32])[F:31])[CH:29]=1)[CH2:6][C:7]1[CH:8]=[C:9]2[C:13](=[CH:14][CH:15]=1)[CH:12]([NH:16]C(=O)OCC1C=CC=CC=1)[CH2:11][CH2:10]2. The catalyst is [Pd].C(O)C. The product is [NH2:16][CH:12]1[C:13]2[C:9](=[CH:8][C:7]([CH2:6][C:5]3[CH:4]=[C:3]([CH2:2][OH:1])[CH:29]=[C:28]([C:30]([F:31])([F:32])[F:33])[CH:27]=3)=[CH:15][CH:14]=2)[CH2:10][CH2:11]1. The yield is 0.900.